Dataset: Reaction yield outcomes from USPTO patents with 853,638 reactions. Task: Predict the reaction yield, written as a fraction of the theoretical maximum amount of product (1.0 means a 100% yield; for example, 0.34 means a 34% yield). The product is [Br:13][C:14]1[CH:15]=[C:16]([CH3:21])[C:17]([F:20])=[C:18]([CH:19]=1)[CH:25]=[O:26]. The catalyst is C1COCC1. The reactants are C(NC(C)C)(C)C.C([Li])CCC.[Br:13][C:14]1[CH:19]=[CH:18][C:17]([F:20])=[C:16]([CH3:21])[CH:15]=1.CN([CH:25]=[O:26])C. The yield is 0.640.